This data is from Full USPTO retrosynthesis dataset with 1.9M reactions from patents (1976-2016). The task is: Predict the reactants needed to synthesize the given product. (1) Given the product [C:33]([N:30]1[CH2:29][CH2:28][N:27]([C:24]2[CH:25]=[CH:26][C:21]([NH:20][C:2]3[N:3]=[CH:4][C:5]4[C:10]([CH3:11])=[C:9]([C:12](=[O:14])[CH3:13])[N:8]([CH:15]5[CH2:19][CH2:18][CH2:17][CH2:16]5)[C:6]=4[N:7]=3)=[CH:22][CH:23]=2)[CH2:32][CH2:31]1)(=[O:35])[CH3:34], predict the reactants needed to synthesize it. The reactants are: Cl[C:2]1[N:3]=[CH:4][C:5]2[C:10]([CH3:11])=[C:9]([C:12](=[O:14])[CH3:13])[N:8]([CH:15]3[CH2:19][CH2:18][CH2:17][CH2:16]3)[C:6]=2[N:7]=1.[NH2:20][C:21]1[CH:26]=[CH:25][C:24]([N:27]2[CH2:32][CH2:31][N:30]([C:33](=[O:35])[CH3:34])[CH2:29][CH2:28]2)=[CH:23][CH:22]=1.C1C=CC(P(C2C(C3C(P(C4C=CC=CC=4)C4C=CC=CC=4)=CC=C4C=3C=CC=C4)=C3C(C=CC=C3)=CC=2)C2C=CC=CC=2)=CC=1.CC([O-])(C)C.[Na+]. (2) Given the product [N:13]1([CH2:2][C:3]2[CH:4]=[C:5]([CH:10]=[CH:11][N:12]=2)[C:6]([OH:8])=[O:7])[CH2:17][CH2:16][CH2:15][CH2:14]1, predict the reactants needed to synthesize it. The reactants are: O[CH2:2][C:3]1[CH:4]=[C:5]([CH:10]=[CH:11][N:12]=1)[C:6]([O:8]C)=[O:7].[N:13]1(CC2N=C(C(O)=O)C=CC=2)[CH2:17][CH2:16][CH2:15][CH2:14]1. (3) Given the product [CH:1]1([C:4]2[N:5]([CH3:24])[C:6]3[C:12]([C:13]([O:15][CH3:16])=[O:14])=[CH:11][C:10]([C:17]4[C:18]([CH3:23])=[N:19][O:20][C:21]=4[CH3:22])=[CH:9][C:7]=3[N:8]=2)[CH2:3][CH2:2]1, predict the reactants needed to synthesize it. The reactants are: [CH:1]1([C:4]2[NH:8][C:7]3[CH:9]=[C:10]([C:17]4[C:18]([CH3:23])=[N:19][O:20][C:21]=4[CH3:22])[CH:11]=[C:12]([C:13]([O:15][CH3:16])=[O:14])[C:6]=3[N:5]=2)[CH2:3][CH2:2]1.[C:24](=O)([O-])[O-].[Cs+].[Cs+].IC. (4) Given the product [Br:1][C:2]1[C:3]([N:21]([CH3:26])[S:22]([CH3:25])(=[O:23])=[O:24])=[CH:4][C:5]2[O:9][C:8]([C:10]3[CH2:14][CH2:13][CH2:12][CH:11]=3)=[C:7]([C:15]([OH:17])=[O:16])[C:6]=2[CH:20]=1, predict the reactants needed to synthesize it. The reactants are: [Br:1][C:2]1[C:3]([N:21]([CH3:26])[S:22]([CH3:25])(=[O:24])=[O:23])=[CH:4][C:5]2[O:9][C:8]([C:10]3[CH2:14][CH2:13][CH2:12][CH:11]=3)=[C:7]([C:15]([O:17]CC)=[O:16])[C:6]=2[CH:20]=1.[Li+].[OH-]. (5) Given the product [CH3:1][C:2]1[N:7]=[N:6][C:5]([C:8]2[CH:15]=[CH:14][C:11]([CH2:12][NH2:13])=[CH:10][CH:9]=2)=[CH:4][CH:3]=1, predict the reactants needed to synthesize it. The reactants are: [CH3:1][C:2]1[N:7]=[N:6][C:5]([C:8]2[CH:15]=[CH:14][C:11]([C:12]#[N:13])=[CH:10][CH:9]=2)=[CH:4][CH:3]=1.[H][H].ClCCl.C(O)C. (6) Given the product [NH2:36][CH2:35][CH2:34][CH2:33][N:23]([CH:19]([C:9]1[N:10]=[C:11]2[CH2:18][CH2:17][CH2:16][CH2:15][N:12]2[C:13](=[O:14])[C:8]=1[CH2:1][C:2]1[CH:7]=[CH:6][CH:5]=[CH:4][CH:3]=1)[CH:20]([CH3:21])[CH3:22])[C:24](=[O:32])[C:25]1[CH:26]=[CH:27][C:28]([CH3:31])=[CH:29][CH:30]=1, predict the reactants needed to synthesize it. The reactants are: [CH2:1]([C:8]1[C:13](=[O:14])[N:12]2[CH2:15][CH2:16][CH2:17][CH2:18][C:11]2=[N:10][C:9]=1[CH:19]([N:23]([CH2:33][CH2:34][CH2:35][N:36]1C(=O)C2C(=CC=CC=2)C1=O)[C:24](=[O:32])[C:25]1[CH:30]=[CH:29][C:28]([CH3:31])=[CH:27][CH:26]=1)[CH:20]([CH3:22])[CH3:21])[C:2]1[CH:7]=[CH:6][CH:5]=[CH:4][CH:3]=1.NN.C(O)(C(F)(F)F)=O. (7) Given the product [Cl:1][C:2]1[C:7]2[N:6]([CH:15]=[N:9][N:8]=2)[C:5]2[N:10]=[CH:11][C:12]([CH3:14])=[CH:13][C:4]=2[N:3]=1, predict the reactants needed to synthesize it. The reactants are: [Cl:1][C:2]1[N:3]=[C:4]2[CH:13]=[C:12]([CH3:14])[CH:11]=[N:10][C:5]2=[N:6][C:7]=1[NH:8][NH2:9].[CH:15](OC)(OC)OC. (8) Given the product [NH2:27][C:21]1[C:20]2[N:19]=[C:18]([CH2:28][O:29][CH2:30][CH3:31])[N:17]([CH2:16][CH2:15][CH2:14][CH2:13][NH:12][C:3](=[O:4])[N:2]([CH3:1])[C:6]3[CH:11]=[CH:10][CH:9]=[CH:8][CH:7]=3)[C:25]=2[C:24]([CH3:26])=[CH:23][N:22]=1, predict the reactants needed to synthesize it. The reactants are: [CH3:1][N:2]([C:6]1[CH:11]=[CH:10][CH:9]=[CH:8][CH:7]=1)[C:3](Cl)=[O:4].[NH2:12][CH2:13][CH2:14][CH2:15][CH2:16][N:17]1[C:25]2[C:24]([CH3:26])=[CH:23][N:22]=[C:21]([NH2:27])[C:20]=2[N:19]=[C:18]1[CH2:28][O:29][CH2:30][CH3:31]. (9) Given the product [C:28]([O:31][CH:15]1[C:16]2[C:17](=[N:18][CH:19]=[CH:20][CH:21]=2)[CH:11]([O:10][Si:9]([CH:6]([CH3:8])[CH3:7])([CH:22]([CH3:24])[CH3:23])[CH:25]([CH3:27])[CH3:26])[CH2:12][CH2:13][CH:14]1[Br:1])(=[O:30])[CH3:29], predict the reactants needed to synthesize it. The reactants are: [Br:1]NC(=O)C.[CH:6]([Si:9]([CH:25]([CH3:27])[CH3:26])([CH:22]([CH3:24])[CH3:23])[O:10][CH:11]1[C:17]2=[N:18][CH:19]=[CH:20][CH:21]=[C:16]2[CH:15]=[CH:14][CH2:13][CH2:12]1)([CH3:8])[CH3:7].[C:28]([O-:31])(=[O:30])[CH3:29].[Li+].